Dataset: Peptide-MHC class I binding affinity with 185,985 pairs from IEDB/IMGT. Task: Regression. Given a peptide amino acid sequence and an MHC pseudo amino acid sequence, predict their binding affinity value. This is MHC class I binding data. (1) The peptide sequence is FMRDWNSKY. The MHC is HLA-A03:01 with pseudo-sequence HLA-A03:01. The binding affinity (normalized) is 0.165. (2) The peptide sequence is IHKPRPPAT. The MHC is HLA-B08:01 with pseudo-sequence HLA-B08:01. The binding affinity (normalized) is 0.0847. (3) The peptide sequence is LTGNNTITT. The MHC is HLA-A02:06 with pseudo-sequence HLA-A02:06. The binding affinity (normalized) is 0.162. (4) The binding affinity (normalized) is 0.0847. The MHC is HLA-A02:12 with pseudo-sequence HLA-A02:12. The peptide sequence is FAAPHRGVA. (5) The peptide sequence is NRDVSFQDL. The MHC is HLA-B27:05 with pseudo-sequence HLA-B27:05. The binding affinity (normalized) is 0.0847. (6) The peptide sequence is EEFLDYMPSM. The MHC is HLA-A30:01 with pseudo-sequence HLA-A30:01. The binding affinity (normalized) is 0.285.